From a dataset of Forward reaction prediction with 1.9M reactions from USPTO patents (1976-2016). Predict the product of the given reaction. (1) The product is: [F:21][C:22]1[CH:28]=[CH:27][C:25]([NH:26][C:18]([C:15]2[C:14]3[C:8]4[S:7][C:6]([N:1]5[CH:2]=[CH:3][CH:4]=[CH:5]5)=[N:10][C:9]=4[CH:11]=[CH:12][C:13]=3[NH:17][N:16]=2)=[O:20])=[CH:24][CH:23]=1. Given the reactants [N:1]1([C:6]2[S:7][C:8]3[C:14]4[C:15]([C:18]([OH:20])=O)=[N:16][NH:17][C:13]=4[CH:12]=[CH:11][C:9]=3[N:10]=2)[CH:5]=[CH:4][CH:3]=[CH:2]1.[F:21][C:22]1[CH:28]=[CH:27][C:25]([NH2:26])=[CH:24][CH:23]=1, predict the reaction product. (2) The product is: [NH2:8][CH2:9][CH2:10][CH2:11][CH2:12][N:13]([CH3:48])[S:14]([NH:17][C:18]([C:20]1[CH:28]=[C:27]2[C:23]([C:24]([CH:42]3[CH2:47][CH2:46][CH2:45][CH2:44][CH2:43]3)=[C:25]([C:30]3[CH:41]=[CH:40][CH:39]=[CH:38][C:31]=3[O:32][CH2:33][C:34]([O:36][CH3:37])=[O:35])[N:26]2[CH3:29])=[CH:22][CH:21]=1)=[O:19])(=[O:16])=[O:15]. Given the reactants C(OC([NH:8][CH2:9][CH2:10][CH2:11][CH2:12][N:13]([CH3:48])[S:14]([NH:17][C:18]([C:20]1[CH:28]=[C:27]2[C:23]([C:24]([CH:42]3[CH2:47][CH2:46][CH2:45][CH2:44][CH2:43]3)=[C:25]([C:30]3[CH:41]=[CH:40][CH:39]=[CH:38][C:31]=3[O:32][CH2:33][C:34]([O:36][CH3:37])=[O:35])[N:26]2[CH3:29])=[CH:22][CH:21]=1)=[O:19])(=[O:16])=[O:15])=O)(C)(C)C.ClCCl, predict the reaction product. (3) Given the reactants [NH2:1][C:2]1[S:3][CH:4]=[C:5]([CH2:7][C:8]([O:10][CH2:11][CH3:12])=[O:9])[N:6]=1.[CH3:13][S:14][C:15]1[N:20]=[C:19]([C:21]2[S:25][C:24]([S:26](Cl)(=[O:28])=[O:27])=[CH:23][CH:22]=2)[CH:18]=[CH:17][N:16]=1, predict the reaction product. The product is: [CH3:13][S:14][C:15]1[N:20]=[C:19]([C:21]2[S:25][C:24]([S:26]([NH:1][C:2]3[S:3][CH:4]=[C:5]([CH2:7][C:8]([O:10][CH2:11][CH3:12])=[O:9])[N:6]=3)(=[O:28])=[O:27])=[CH:23][CH:22]=2)[CH:18]=[CH:17][N:16]=1.